This data is from Reaction yield outcomes from USPTO patents with 853,638 reactions. The task is: Predict the reaction yield, written as a fraction of the theoretical maximum amount of product (1.0 means a 100% yield; for example, 0.34 means a 34% yield). (1) The product is [CH3:25][O:22][C:4]1[CH:3]=[C:2]([CH3:1])[CH:11]=[C:10]2[C:5]=1[CH:6]=[C:7]([C:12]1[CH:17]=[CH:16][CH:15]=[C:14]([C:18]([F:21])([F:20])[F:19])[CH:13]=1)[N:8]=[N:9]2. The yield is 0.150. The catalyst is CC(C)=O. The reactants are [CH3:1][C:2]1[CH:3]=[C:4]([OH:22])[C:5]2[CH:6]=[C:7]([C:12]3[CH:17]=[CH:16][CH:15]=[C:14]([C:18]([F:21])([F:20])[F:19])[CH:13]=3)[N:8]=[N:9][C:10]=2[CH:11]=1.CI.[C:25](=O)([O-])[O-].[K+].[K+]. (2) The product is [CH2:1]([O:8][C:9]1[CH:14]=[CH:13][C:12]2[C:15]3[N:16]([CH2:28][CH2:29][O:30][C:11]=2[CH:10]=1)[CH:17]=[C:18]([C:20]1[N:21]([CH:25]([CH3:27])[CH3:26])[N:22]=[CH:23][N:24]=1)[N:19]=3)[C:2]1[CH:7]=[CH:6][CH:5]=[CH:4][CH:3]=1. The reactants are [CH2:1]([O:8][C:9]1[CH:14]=[CH:13][C:12]([C:15]2[N:16]([CH2:28][CH2:29][OH:30])[CH:17]=[C:18]([C:20]3[N:21]([CH:25]([CH3:27])[CH3:26])[N:22]=[CH:23][N:24]=3)[N:19]=2)=[C:11](F)[CH:10]=1)[C:2]1[CH:7]=[CH:6][CH:5]=[CH:4][CH:3]=1.[H-].[Na+]. The catalyst is CN(C=O)C. The yield is 0.580. (3) The reactants are Br[C:2]1[C:7](=[O:8])[CH:6]=[CH:5][N:4]([C:9]2[CH:14]=[CH:13][CH:12]=[C:11]([C:15]([F:18])([F:17])[F:16])[CH:10]=2)[N:3]=1.[C:19]1([C:25]2[C:29](B(O)O)=[CH:28][N:27]([C:33]([C:46]3[CH:51]=[CH:50][CH:49]=[CH:48][CH:47]=3)([C:40]3[CH:45]=[CH:44][CH:43]=[CH:42][CH:41]=3)[C:34]3[CH:39]=[CH:38][CH:37]=[CH:36][CH:35]=3)[N:26]=2)[CH:24]=[CH:23][CH:22]=[CH:21][CH:20]=1.C([O-])([O-])=O.[Na+].[Na+].COCCOC. The catalyst is C1C=CC([P]([Pd]([P](C2C=CC=CC=2)(C2C=CC=CC=2)C2C=CC=CC=2)([P](C2C=CC=CC=2)(C2C=CC=CC=2)C2C=CC=CC=2)[P](C2C=CC=CC=2)(C2C=CC=CC=2)C2C=CC=CC=2)(C2C=CC=CC=2)C2C=CC=CC=2)=CC=1.O. The product is [C:19]1([C:25]2[C:29]([C:2]3[C:7](=[O:8])[CH:6]=[CH:5][N:4]([C:9]4[CH:14]=[CH:13][CH:12]=[C:11]([C:15]([F:18])([F:17])[F:16])[CH:10]=4)[N:3]=3)=[CH:28][N:27]([C:33]([C:46]3[CH:51]=[CH:50][CH:49]=[CH:48][CH:47]=3)([C:40]3[CH:41]=[CH:42][CH:43]=[CH:44][CH:45]=3)[C:34]3[CH:39]=[CH:38][CH:37]=[CH:36][CH:35]=3)[N:26]=2)[CH:24]=[CH:23][CH:22]=[CH:21][CH:20]=1. The yield is 0.670. (4) The reactants are [Cl:1][C:2]1[CH:7]=[CH:6][CH:5]=[CH:4][C:3]=1[C:8]1[C:12]([C:13]2[N:14]([CH2:18][O:19][CH2:20][CH2:21][Si:22]([CH3:25])([CH3:24])[CH3:23])[CH:15]=[CH:16][N:17]=2)=[CH:11][N:10]([C:26]2[C:31]([CH3:32])=[CH:30][N:29]=[C:28](F)[CH:27]=2)[CH:9]=1.[CH3:34][O:35][C:36]1[CH:41]=[C:40]([O:42][CH3:43])[CH:39]=[CH:38][C:37]=1[CH2:44][NH2:45].CCN(C(C)C)C(C)C. The product is [Cl:1][C:2]1[CH:7]=[CH:6][CH:5]=[CH:4][C:3]=1[C:8]1[C:12]([C:13]2[N:14]([CH2:18][O:19][CH2:20][CH2:21][Si:22]([CH3:25])([CH3:24])[CH3:23])[CH:15]=[CH:16][N:17]=2)=[CH:11][N:10]([C:26]2[C:31]([CH3:32])=[CH:30][N:29]=[C:28]([NH:45][CH2:44][C:37]3[CH:38]=[CH:39][C:40]([O:42][CH3:43])=[CH:41][C:36]=3[O:35][CH3:34])[CH:27]=2)[CH:9]=1. The catalyst is C(O)CCC. The yield is 0.780. (5) The reactants are [NH2:1][C:2]1[CH:10]=[CH:9][CH:8]=[C:7]2[C:3]=1[C:4](=[O:20])[N:5]([CH:12]1[CH2:17][CH2:16][C:15](=[O:18])[NH:14][C:13]1=[O:19])[C:6]2=[O:11].Cl.N1[CH:27]=[CH:26][CH:25]=[CH:24][C:23]=1[C:28](Cl)=[O:29].[CH2:31]1COC[CH2:32]1. The yield is 0.400. The product is [O:19]=[C:13]1[CH:12]([N:5]2[C:4](=[O:20])[C:3]3[C:7](=[CH:8][CH:9]=[CH:10][C:2]=3[NH:1][C:28](=[O:29])[CH2:23][C:24]3[CH:32]=[CH:31][CH:27]=[CH:26][CH:25]=3)[C:6]2=[O:11])[CH2:17][CH2:16][C:15](=[O:18])[NH:14]1. The catalyst is CO.